This data is from Peptide-MHC class II binding affinity with 134,281 pairs from IEDB. The task is: Regression. Given a peptide amino acid sequence and an MHC pseudo amino acid sequence, predict their binding affinity value. This is MHC class II binding data. (1) The peptide sequence is PEEFAVVDLSKMRAV. The MHC is DRB1_1001 with pseudo-sequence DRB1_1001. The binding affinity (normalized) is 0.596. (2) The peptide sequence is DAFIAALTEALRVIA. The MHC is HLA-DQA10102-DQB10602 with pseudo-sequence HLA-DQA10102-DQB10602. The binding affinity (normalized) is 0.608. (3) The peptide sequence is EQISVLRKAFDAFDR. The MHC is DRB1_1302 with pseudo-sequence DRB1_1302. The binding affinity (normalized) is 0.358. (4) The peptide sequence is YDNDNPYRTWHYCGS. The MHC is DRB3_0202 with pseudo-sequence DRB3_0202. The binding affinity (normalized) is 0. (5) The peptide sequence is YLEEHPSAGKDPKKT. The MHC is DRB1_0301 with pseudo-sequence DRB1_0301. The binding affinity (normalized) is 0. (6) The peptide sequence is AEHQAIIRDVLTASD. The MHC is HLA-DPA10103-DPB10401 with pseudo-sequence HLA-DPA10103-DPB10401. The binding affinity (normalized) is 0.